Dataset: Full USPTO retrosynthesis dataset with 1.9M reactions from patents (1976-2016). Task: Predict the reactants needed to synthesize the given product. (1) The reactants are: [Cl:1][C:2]1[CH:7]=[C:6]([O:8][CH3:9])[CH:5]=[C:4]([S:10][CH2:11][CH:12](OCC)OCC)[CH:3]=1.B(F)(F)F.CCOCC. Given the product [Cl:1][C:2]1[C:3]2[CH:12]=[CH:11][S:10][C:4]=2[CH:5]=[C:6]([O:8][CH3:9])[CH:7]=1, predict the reactants needed to synthesize it. (2) Given the product [S:26]1[CH:27]=[CH:28][N:29]=[C:25]1[C:2]1[O:6][C:5]([N:7]2[CH2:11][C@:10]3([CH:16]4[CH2:17][CH2:18][N:13]([CH2:14][CH2:15]4)[CH2:12]3)[O:9][C:8]2=[O:19])=[CH:4][CH:3]=1, predict the reactants needed to synthesize it. The reactants are: Br[C:2]1[O:6][C:5]([N:7]2[CH2:11][C@:10]3([CH:16]4[CH2:17][CH2:18][N:13]([CH2:14][CH2:15]4)[CH2:12]3)[O:9][C:8]2=[O:19])=[CH:4][CH:3]=1.C([Sn](CCCC)(CCCC)[C:25]1[S:26][CH:27]=[CH:28][N:29]=1)CCC.